This data is from Catalyst prediction with 721,799 reactions and 888 catalyst types from USPTO. The task is: Predict which catalyst facilitates the given reaction. (1) Reactant: [O:1]=[C:2]([N:19]1[CH2:23][CH2:22][CH2:21][CH2:20]1)[CH2:3][CH:4]([CH2:8][S:9]([CH2:12][C:13]1[CH:18]=[CH:17][CH:16]=[CH:15][CH:14]=1)(=[O:11])=[O:10])[C:5]([OH:7])=O.O[C:25](C(F)(F)F)=O.[NH2:31][CH:32]([CH3:43])[CH:33]([C:35]1[O:36][C:37]([CH2:40][O:41][CH3:42])=[N:38][N:39]=1)[OH:34].C1C=CC2N(O)N=NC=2C=1.C(Cl)CCl.CN1CCOCC1. The catalyst class is: 2. Product: [OH:34][CH:33]([C:35]1[O:36][C:37]([CH2:40][O:41][CH3:42])=[N:38][N:39]=1)[CH:32]([NH:31][C:5](=[O:7])[CH:4]([CH2:8][S:9]([CH2:12][C:13]1[CH:18]=[CH:17][CH:16]=[CH:15][CH:14]=1)(=[O:11])=[O:10])[CH2:3][C:2](=[O:1])[N:19]1[CH2:23][CH2:22][CH2:21][CH2:20]1)[CH2:43][CH3:25]. (2) Reactant: [NH2:1][C:2]1[C:11]2=[CH:12][N:13]([CH:15]3[C:19]([OH:21])([CH3:20])[CH:18]([OH:22])[CH:17]([CH2:23][OH:24])[O:16]3)[N:14]=[C:9]3[C:10]2=[C:4]([C:5](=[O:25])[NH:6][N:7]=[CH:8]3)[CH:3]=1.Cl.[N:27]1([CH2:33][CH2:34][C:35](O)=[O:36])[CH2:32][CH2:31][O:30][CH2:29][CH2:28]1.N1C=CC=CC=1.C1CCC(N=C=NC2CCCCC2)CC1. Product: [NH2:1][C:2]1[C:11]2=[CH:12][N:13]([CH:15]3[O:16][CH:17]([CH2:23][O:24][C:35](=[O:36])[CH2:34][CH2:33][N:27]4[CH2:32][CH2:31][O:30][CH2:29][CH2:28]4)[CH:18]([OH:22])[C:19]3([OH:21])[CH3:20])[N:14]=[C:9]3[C:10]2=[C:4]([C:5](=[O:25])[NH:6][N:7]=[CH:8]3)[CH:3]=1. The catalyst class is: 239. (3) Reactant: CN(C)C=O.C(=O)([O-])[O-].[K+].[K+].I[C:13]1[C:18]([O:19][C:20]2[C:29]3[C:24](=[CH:25][C:26]([O:32][CH3:33])=[C:27]([O:30][CH3:31])[CH:28]=3)[N:23]=[CH:22][CH:21]=2)=[CH:17][CH:16]=[C:15]([CH3:34])[N:14]=1.[N:35]1[CH:40]=[CH:39][CH:38]=[C:37](B(O)O)[CH:36]=1. Product: [CH3:31][O:30][C:27]1[CH:28]=[C:29]2[C:24](=[CH:25][C:26]=1[O:32][CH3:33])[N:23]=[CH:22][CH:21]=[C:20]2[O:19][C:18]1[C:13]([C:37]2[CH:36]=[N:35][CH:40]=[CH:39][CH:38]=2)=[N:14][C:15]([CH3:34])=[CH:16][CH:17]=1. The catalyst class is: 97.